From a dataset of Experimentally validated miRNA-target interactions with 360,000+ pairs, plus equal number of negative samples. Binary Classification. Given a miRNA mature sequence and a target amino acid sequence, predict their likelihood of interaction. (1) The miRNA is mmu-miR-144-3p with sequence UACAGUAUAGAUGAUGUACU. The protein sequence of the target gene is MKRGEKPEGYRQMRPKTFPASNYPGSSRQMLQEIRESLRNLSKPSDASKAEHNLNKMSTEDPRQVRNPPKFGTHHKALQEIRNSLLPFANETSSSRSPSEVNPQMFQDLQAAGFDEDMVIQALQKTNNRSIEAAVEFISKMSYQDPRREQMSAAAARPINATMKPGNVQHSINRKQSWKGSKESLVPQRHGPSLGENVVYRSESPNSQADVGRPLSGSGIAAFAQAHPSNGQRVNPPPPPQVRSVTPPPPPRGQTPPPRGTTPPPPSWEPSSQTKRYSGNMEYVISRISPVPPGAWQEGY.... Result: 0 (no interaction). (2) The miRNA is hsa-miR-4678 with sequence AAGGUAUUGUUCAGACUUAUGA. The protein sequence of the target gene is MSDTILGFNKSNVVLAAGIAGAAFLGYCIYFDHKRINAPDYKDKIRQKRRAQAGAGGMAPRRPAAAGNDAAPDVTDPSQMQRFFLQEVQLGEELMAAGNVDEGAVHIANAVMLCGESQQLLSIFQQTLSEDQFRAVVQQLPSTRERLAEMFGAKADEAENEPPMVQYLGDGPPPAQIQELIDDTDDLE. Result: 0 (no interaction). (3) The protein sequence of the target gene is MAGLRNESEQEPLLGDTPGSREWDILETEEHYKSRWRSIRILYLTMFLSSVGFSVVMMSIWPYLQKIDPTADTSFLGWVIASYSLGQMVASPIFGLWSNYRPRKEPLIVSILISVAANCLYAYLHIPASHNKYYMLVARGLLGIGAGNVAVVRSYTAGATSLQERTSSMANISMCQALGFILGPVFQTCFTFLGEKGVTWDVIKLQINMYTTPVLLSAFLGILNIILILAILREHRVDDSGRQCKSINFEEASTDEAQVPQGNIDQVAVVAINVLFFVTLFIFALFETIITPLTMDMYAW.... The miRNA is hsa-miR-106a-5p with sequence AAAAGUGCUUACAGUGCAGGUAG. Result: 1 (interaction). (4) The miRNA is hsa-miR-6809-5p with sequence UGGCAAGGAAAGAAGAGGAUCA. The protein sequence of the target gene is MRPAPIALWLRLVLALALVRPRAVGWAPVRAPIYVSSWAVQVSQGNREVERLARKFGFVNLGPIFPDGQYFHLRHRGVVQQSLTPHWGHRLHLKKNPKVQWFQQQTLQRRVKRSVVVPTDPWFSKQWYMNSEAQPDLSILQAWSQGLSGQGIVVSVLDDGIEKDHPDLWANYDPLASYDFNDYDPDPQPRYTPSKENRHGTRCAGEVAAMANNGFCGVGVAFNARIGGVRMLDGTITDVIEAQSLSLQPQHIHIYSASWGPEDDGRTVDGPGILTREAFRRGVTKGRGGLGTLFIWASGN.... Result: 1 (interaction). (5) The protein sequence of the target gene is MGESPASAVLNASAGLFSLKMETLESELTCPICLELFEDPLLLPCAHSLCFSCAHRILVSSCSSGESIEPITAFQCPTCRYVISLNHRGLDGLKRNVTLQNIIDRFQKASVSGPNSPSESRRERTYRPSSAMSSERIACQFCEQDPPRDAVKTCITCEVSYCDRCLRATHPNKKPFTSHRLVEPVSDTHLRGITCLDHENEKVNMYCVSDDQLICALCKLVGRHRDHQVASLNDRFEKLKQTLEMNLTNLVKRNSELENQMAKLIQICQQVEVNTAMHEAKLMEECDELVEIIQQRKQMI.... Result: 1 (interaction). The miRNA is mmu-miR-19b-3p with sequence UGUGCAAAUCCAUGCAAAACUGA. (6) The miRNA is hsa-miR-106b-5p with sequence UAAAGUGCUGACAGUGCAGAU. The protein sequence of the target gene is MRLVILDNYDLASEWAAKYICNRIIQFKPGQDRYFTLGLPTGSTPLGCYKKLIEYHKNGHLSFKYVKTFNMDEYVGLPRNHPESYHSYMWNNFFKHIDIDPNNAHILDGNAADLQAECDAFENKIKEAGGIDLFVGGIGPDGHIAFNEPGSSLVSRTRLKTLAMDTILANAKYFDGDLSKVPTMALTVGVGTVMDAREVMILITGAHKAFALYKAIEEGVNHMWTVSAFQQHPRTIFVCDEDATLELRVKTVKYFKGLMHVHNKLVDPLFSMKDGN. Result: 1 (interaction). (7) The miRNA is hsa-miR-130b-3p with sequence CAGUGCAAUGAUGAAAGGGCAU. The protein sequence of the target gene is MGKLQSKHAAAARKRRESPEGDSFVASAYASGRKGAEEAERRARDKQELPNGDPKEGPFREDQCPLQVALPAEKAEGREHPGQLLSADDGERAANREGPRGPGGQRLNIDALQCDVSVEEDDRQEWTFTLYDFDNCGKVTREDMSSLMHTIYEVVDASVNHSSGSSKTLRVKLTVSPEPSSKRKEGPPAGQDREPTRCRMEGELAEEPRVADRRLSAHVRRPSTDPQPCSERGPYCVDENTERRNHYLDLAGIENYTSRFGPGSPPVQAKQEPQGRASHLQARSRSQEPDTHAVHHRRSQ.... Result: 1 (interaction).